This data is from Reaction yield outcomes from USPTO patents with 853,638 reactions. The task is: Predict the reaction yield, written as a fraction of the theoretical maximum amount of product (1.0 means a 100% yield; for example, 0.34 means a 34% yield). (1) The reactants are C1C([N+]([O-])=O)=CC=C([Cl-][C:11]([O-:13])=O)C=1.Cl.[Cl:15][C:16]1[C:23]([F:24])=[CH:22][CH:21]=[CH:20][C:17]=1[CH2:18][NH2:19].C[CH2:26][N:27](C(C)C)C(C)C.Cl.[CH3:35]N[C@@H](CC=C)CO.[CH2:43]1[CH2:47][O:46][CH2:45][CH2:44]1. No catalyst specified. The product is [Cl:15][C:16]1[C:23]([F:24])=[CH:22][CH:21]=[CH:20][C:17]=1[CH2:18][NH:19][C:11](=[O:13])[N:27]([C@@H:43]([CH2:44][CH:45]=[CH2:35])[CH2:47][OH:46])[CH3:26]. The yield is 0.820. (2) The reactants are Cl.Cl.[CH:3]1([N:7]2[CH2:13][CH2:12][CH2:11][NH:10][CH2:9][CH2:8]2)[CH2:6][CH2:5][CH2:4]1.[OH-:14].[Na+].[Cl:16][C:17]1[CH:24]=[CH:23][C:20]([CH2:21]Cl)=[CH:19][N:18]=1. The catalyst is C(OC(C)C)(=O)C. The product is [Cl:16][C:17]1[N:18]=[CH:19][C:20]([C:21]([N:10]2[CH2:11][CH2:12][CH2:13][N:7]([CH:3]3[CH2:6][CH2:5][CH2:4]3)[CH2:8][CH2:9]2)=[O:14])=[CH:23][CH:24]=1. The yield is 0.910. (3) The reactants are [CH2:1]([O:3][C@@H:4]1[CH2:8][N:7]([C:9](=[O:19])[C@H:10]([CH:16]([CH3:18])[CH3:17])[NH:11][C:12]([O:14][CH3:15])=[O:13])[C@H:6]([C:20]2[NH:24][C:23]3[C:25]4[C:30]([CH:31]=[CH:32][C:22]=3[N:21]=2)=[CH:29][C:28]2[C:33]3[C:38]([CH2:39][O:40][C:27]=2[CH:26]=4)=[CH:37][C:36]([C:41]2[NH:45][C:44]([C@@H:46]4[CH2:50][CH2:49][CH2:48][N:47]4[C:51](OC(C)(C)C)=[O:52])=[N:43][CH:42]=2)=[CH:35][CH:34]=3)[CH2:5]1)[CH3:2].Cl.[CH3:59][O:60][C:61]([NH:63][C@H:64]([C:68]1[CH:73]=[CH:72][CH:71]=[CH:70][CH:69]=1)C(O)=O)=[O:62].CCN(C(C)C)C(C)C.CCOC(C(C#N)=NOC(N1CCOCC1)=[N+](C)C)=O.F[P-](F)(F)(F)(F)F. The catalyst is C(Cl)Cl.CO.CN(C=O)C. The product is [CH2:1]([O:3][C@@H:4]1[CH2:8][N:7]([C:9](=[O:19])[C@@H:10]([NH:11][C:12]([O:14][CH3:15])=[O:13])[CH:16]([CH3:18])[CH3:17])[C@H:6]([C:20]2[NH:24][C:23]3[C:25]4[C:30]([CH:31]=[CH:32][C:22]=3[N:21]=2)=[CH:29][C:28]2[C:33]3[C:38]([CH2:39][O:40][C:27]=2[CH:26]=4)=[CH:37][C:36]([C:41]2[NH:45][C:44]([C@@H:46]4[CH2:50][CH2:49][CH2:48][N:47]4[C:51](=[O:52])[C@H:64]([NH:63][C:61](=[O:62])[O:60][CH3:59])[C:68]4[CH:73]=[CH:72][CH:71]=[CH:70][CH:69]=4)=[N:43][CH:42]=2)=[CH:35][CH:34]=3)[CH2:5]1)[CH3:2]. The yield is 0.180. (4) The reactants are [F:1][C:2]1[CH:7]=[CH:6][C:5]([N:8]2[C:16]3[C:11](=[CH:12][C:13]([CH:17]([C:24]4[CH:29]=[CH:28][CH:27]=[CH:26][CH:25]=4)[C:18]([CH3:23])([CH3:22])[C:19](=[O:21])[CH3:20])=[CH:14][CH:15]=3)[CH:10]=[N:9]2)=[CH:4][CH:3]=1.C[Si](C)(C)[C:32]([F:35])([F:34])[F:33].[F-].C([N+](CCCC)(CCCC)CCCC)CCC. The catalyst is C1COCC1. The product is [F:33][C:32]([F:35])([F:34])[C:19]([CH3:20])([OH:21])[C:18]([CH3:22])([CH3:23])[CH:17]([C:13]1[CH:12]=[C:11]2[C:16](=[CH:15][CH:14]=1)[N:8]([C:5]1[CH:4]=[CH:3][C:2]([F:1])=[CH:7][CH:6]=1)[N:9]=[CH:10]2)[C:24]1[CH:25]=[CH:26][CH:27]=[CH:28][CH:29]=1. The yield is 0.710. (5) The reactants are [NH2:1][C:2]1[CH:7]=[CH:6][C:5]([N:8]2[C:14](=[O:15])[CH2:13][C:12](=[O:16])[NH:11][C:10]3[C:17]4[C:22]([CH:23]=[CH:24][C:9]2=3)=[CH:21][CH:20]=[CH:19][CH:18]=4)=[CH:4][CH:3]=1.[Cl:25][C:26]1[C:27]([O:35][CH3:36])=[C:28]([CH:32]=[CH:33][CH:34]=1)[C:29](Cl)=[O:30].NC1C=CC(N2C(=O)CC(=O)NC3C(CC)=CC=CC2=3)=CC=1. No catalyst specified. The product is [Cl:25][C:26]1[C:27]([O:35][CH3:36])=[C:28]([CH:32]=[CH:33][CH:34]=1)[C:29]([NH:1][C:2]1[CH:7]=[CH:6][C:5]([N:8]2[C:14](=[O:15])[CH2:13][C:12](=[O:16])[NH:11][C:10]3[C:17]4[C:22]([CH:23]=[CH:24][C:9]2=3)=[CH:21][CH:20]=[CH:19][CH:18]=4)=[CH:4][CH:3]=1)=[O:30]. The yield is 0.0900. (6) The reactants are [CH3:1][O:2][CH2:3][C@H:4]1[CH2:8][N:7]([C:9]([O:11][C:12]([CH3:15])([CH3:14])[CH3:13])=[O:10])[C@H:6]([C:16]2[NH:20][C:19]3[C:21]4[C:26]([CH:27]=[CH:28][C:18]=3[N:17]=2)=[CH:25][C:24]2[C:29]3[C:34]([CH2:35][O:36][C:23]=2[CH:22]=4)=[CH:33][C:32](B2OC(C)(C)C(C)(C)O2)=[CH:31][CH:30]=3)[CH2:5]1.Br[C:47]1[NH:51][C:50]([C@@H:52]2[CH2:56][CH2:55][CH2:54][N:53]2[C:57](=[O:67])[C@@H:58]([NH:62][C:63](=[O:66])[O:64][CH3:65])[CH:59]([CH3:61])[CH3:60])=[N:49][CH:48]=1.C(=O)([O-])[O-].[K+].[K+]. The catalyst is COCCOC.CN(C)C=O.[Pd].C1(P(C2C=CC=CC=2)C2C=CC=CC=2)C=CC=CC=1.C1(P(C2C=CC=CC=2)C2C=CC=CC=2)C=CC=CC=1.C1(P(C2C=CC=CC=2)C2C=CC=CC=2)C=CC=CC=1.C1(P(C2C=CC=CC=2)C2C=CC=CC=2)C=CC=CC=1.C1C=CC(P(C2C=CC=CC=2)[C-]2C=CC=C2)=CC=1.C1C=CC(P(C2C=CC=CC=2)[C-]2C=CC=C2)=CC=1.Cl[Pd]Cl.[Fe+2]. The product is [CH3:65][O:64][C:63]([NH:62][C@@H:58]([CH:59]([CH3:61])[CH3:60])[C:57]([N:53]1[CH2:54][CH2:55][CH2:56][C@H:52]1[C:50]1[NH:51][C:47]([C:32]2[CH:33]=[C:34]3[CH2:35][O:36][C:23]4[CH:22]=[C:21]5[C:26]([CH:27]=[CH:28][C:18]6[N:17]=[C:16]([C@@H:6]7[CH2:5][C@@H:4]([CH2:3][O:2][CH3:1])[CH2:8][N:7]7[C:9]([O:11][C:12]([CH3:13])([CH3:14])[CH3:15])=[O:10])[NH:20][C:19]=65)=[CH:25][C:24]=4[C:29]3=[CH:30][CH:31]=2)=[CH:48][N:49]=1)=[O:67])=[O:66]. The yield is 0.450.